This data is from Reaction yield outcomes from USPTO patents with 853,638 reactions. The task is: Predict the reaction yield, written as a fraction of the theoretical maximum amount of product (1.0 means a 100% yield; for example, 0.34 means a 34% yield). (1) The reactants are [Cl:1][C:2]1[CH:7]=[CH:6][C:5]([S:8]([CH2:11][C:12]2[CH:17]=[CH:16][N:15]=[CH:14][CH:13]=2)(=[O:10])=[O:9])=[CH:4][CH:3]=1.[CH:18]1(O)[CH2:22][CH2:21][CH2:20][CH2:19]1.C(C=P(CCCC)(CCCC)CCCC)#N. The catalyst is C1(C)C=CC=CC=1. The product is [Cl:1][C:2]1[CH:3]=[CH:4][C:5]([S:8]([CH:11]([CH:18]2[CH2:22][CH2:21][CH2:20][CH2:19]2)[C:12]2[CH:13]=[CH:14][N:15]=[CH:16][CH:17]=2)(=[O:9])=[O:10])=[CH:6][CH:7]=1. The yield is 0.880. (2) The catalyst is O. The yield is 0.930. The reactants are [Cr](Cl)([O-])(=O)=O.[NH+]1C=CC=CC=1.C([O-])(=O)C.[Na+].C(Cl)Cl.[OH:20][C@H:21]([CH3:55])[CH2:22][NH:23][C:24](=[O:54])[CH:25]([NH:38][C:39](=[O:53])[C:40]1[CH:45]=[CH:44][C:43]([O:46][CH2:47][CH2:48][C:49]([F:52])([F:51])[F:50])=[CH:42][CH:41]=1)[CH2:26][C:27]1[CH:32]=[CH:31][C:30]([O:33][C:34]([F:37])([F:36])[F:35])=[CH:29][CH:28]=1. The product is [O:54]=[C:24]([NH:23][CH2:22][C:21](=[O:20])[CH3:55])[CH:25]([NH:38][C:39](=[O:53])[C:40]1[CH:45]=[CH:44][C:43]([O:46][CH2:47][CH2:48][C:49]([F:50])([F:51])[F:52])=[CH:42][CH:41]=1)[CH2:26][C:27]1[CH:32]=[CH:31][C:30]([O:33][C:34]([F:37])([F:36])[F:35])=[CH:29][CH:28]=1. (3) The reactants are [C:1]1([NH:7][C:8]2[CH:16]=[CH:15][C:11]([C:12]([OH:14])=O)=[CH:10][CH:9]=2)[CH:6]=[CH:5][CH:4]=[CH:3][CH:2]=1.CCN(C(C)C)C(C)C.C1C=CC2N(O)N=NC=2C=1.CCN=C=NCCCN(C)C.Cl.Cl.[CH2:49]([O:51][C:52](=[O:55])[CH2:53][NH2:54])[CH3:50]. The catalyst is CN(C=O)C.O. The product is [CH2:49]([O:51][C:52](=[O:55])[CH2:53][NH:54][C:12](=[O:14])[C:11]1[CH:10]=[CH:9][C:8]([NH:7][C:1]2[CH:2]=[CH:3][CH:4]=[CH:5][CH:6]=2)=[CH:16][CH:15]=1)[CH3:50]. The yield is 0.950. (4) The reactants are [OH:1][C:2]1[CH:6]=[C:5]([C:7]([O:9][CH3:10])=[O:8])[N:4]([CH3:11])[N:3]=1.Br[CH2:13][CH2:14][O:15][CH3:16].C(=O)([O-])[O-].[K+].[K+]. The catalyst is CN(C)C=O. The product is [CH3:16][O:15][CH2:14][CH2:13][O:1][C:2]1[CH:6]=[C:5]([C:7]([O:9][CH3:10])=[O:8])[N:4]([CH3:11])[N:3]=1. The yield is 0.940. (5) The catalyst is CO.O. The yield is 0.600. The reactants are [CH2:1]([NH:3][C:4](=[O:17])[C:5]1[C:10]([S:11][C:12]([CH3:15])([CH3:14])[CH3:13])=[CH:9][CH:8]=[CH:7][C:6]=1[F:16])[CH3:2].[OH:18]OS([O-])=O.[K+].S(S([O-])=O)([O-])(=O)=O.[Na+].[Na+]. The product is [CH3:14][C:12]([S:11]([C:10]1[CH:9]=[CH:8][CH:7]=[C:6]([F:16])[C:5]=1[C:4]([NH:3][CH2:1][CH3:2])=[O:17])=[O:18])([CH3:13])[CH3:15]. (6) The reactants are Br[C:2]1[CH:3]=[C:4]([N:8]2[C:12]3=[N:13][C:14]([C:17]([F:20])([F:19])[F:18])=[N:15][CH:16]=[C:11]3[C:10]([C:21]([O:23][CH2:24][CH3:25])=[O:22])=[N:9]2)[CH:5]=[CH:6][CH:7]=1.[C:26]([C@:28]1([OH:35])[CH2:32][CH2:31][N:30]([CH3:33])[C:29]1=[O:34])#[CH:27]. No catalyst specified. The product is [OH:35][C@@:28]1([C:26]#[C:27][C:2]2[CH:3]=[C:4]([N:8]3[C:12]4=[N:13][C:14]([C:17]([F:19])([F:20])[F:18])=[N:15][CH:16]=[C:11]4[C:10]([C:21]([O:23][CH2:24][CH3:25])=[O:22])=[N:9]3)[CH:5]=[CH:6][CH:7]=2)[CH2:32][CH2:31][N:30]([CH3:33])[C:29]1=[O:34]. The yield is 0.880. (7) The reactants are [NH:1]1[C:5]2[CH:6]=[CH:7][CH:8]=[CH:9][C:4]=2[N:3]=[C:2]1[C:10]([OH:12])=O.CN(C(ON1N=NC2C=CC=NC1=2)=[N+](C)C)C.F[P-](F)(F)(F)(F)F.Cl.[NH:38]1[CH2:41][CH:40]([C:42]2[C:47]([C:48]3[CH:53]=[CH:52][CH:51]=[CH:50][CH:49]=3)=[CH:46][CH:45]=[CH:44][N:43]=2)[CH2:39]1. The catalyst is CN(C=O)C.O. The product is [NH:3]1[C:4]2[CH:9]=[CH:8][CH:7]=[CH:6][C:5]=2[N:1]=[C:2]1[C:10]([N:38]1[CH2:39][CH:40]([C:42]2[C:47]([C:48]3[CH:53]=[CH:52][CH:51]=[CH:50][CH:49]=3)=[CH:46][CH:45]=[CH:44][N:43]=2)[CH2:41]1)=[O:12]. The yield is 0.590.